Task: Predict the reaction yield, written as a fraction of the theoretical maximum amount of product (1.0 means a 100% yield; for example, 0.34 means a 34% yield).. Dataset: Reaction yield outcomes from USPTO patents with 853,638 reactions (1) The reactants are [NH2:1][C:2]1[CH:7]=[CH:6][C:5]([C:8]2[CH:13]=[CH:12][C:11]([C:14](=[O:22])[CH2:15][C:16]([CH3:21])([CH3:20])[C:17]([OH:19])=[O:18])=[CH:10][CH:9]=2)=[CH:4][CH:3]=1.[Cl:23][C:24]1[CH:29]=[CH:28][C:27]([C:30](=O)[CH2:31][S:32][C:33]#[N:34])=[CH:26][CH:25]=1. The catalyst is C(O)CCC. The product is [Cl:23][C:24]1[CH:29]=[CH:28][C:27]([C:30]2[N:34]=[C:33]([NH:1][C:2]3[CH:3]=[CH:4][C:5]([C:8]4[CH:13]=[CH:12][C:11]([C:14](=[O:22])[CH2:15][C:16]([CH3:20])([CH3:21])[C:17]([OH:19])=[O:18])=[CH:10][CH:9]=4)=[CH:6][CH:7]=3)[S:32][CH:31]=2)=[CH:26][CH:25]=1. The yield is 0.0700. (2) The reactants are [C:1]([O:5][C:6]([N:8]1[C:17]2[C:12](=[CH:13][CH:14]=[CH:15][N:16]=2)[CH2:11][CH2:10][CH2:9]1)=[O:7])([CH3:4])([CH3:3])[CH3:2].CC(O)=O.C1C(=O)N([Br:29])C(=O)C1. The catalyst is C(Cl)Cl. The product is [C:1]([O:5][C:6]([N:8]1[C:17]2[C:12](=[CH:13][C:14]([Br:29])=[CH:15][N:16]=2)[CH2:11][CH2:10][CH2:9]1)=[O:7])([CH3:4])([CH3:2])[CH3:3]. The yield is 0.980. (3) The reactants are [CH3:1][O:2][C:3](=[O:13])[C:4]1[CH:9]=[CH:8][C:7]([NH2:10])=[C:6]([O:11][CH3:12])[CH:5]=1.[Br:14]Br. The catalyst is CO.C(O)(=O)C. The product is [CH3:1][O:2][C:3](=[O:13])[C:4]1[CH:5]=[C:6]([O:11][CH3:12])[C:7]([NH2:10])=[C:8]([Br:14])[CH:9]=1. The yield is 0.951.